This data is from Full USPTO retrosynthesis dataset with 1.9M reactions from patents (1976-2016). The task is: Predict the reactants needed to synthesize the given product. (1) The reactants are: [Cl:1][C:2]1[CH:10]=[CH:9][CH:8]=[C:7]2[C:3]=1[CH2:4][CH2:5][CH:6]2[N:11]1[C:16](=[O:17])[C:15]([C:18]#[N:19])=[CH:14][N:13]([C:20]2[CH:31]=[CH:30][C:23]3[N:24]([CH3:29])[C:25](=[O:28])[N:26]([CH3:27])[C:22]=3[CH:21]=2)[C:12]1=[O:32].C([Sn](=O)CCCC)CCC.C[Si]([N:47]=[N+:48]=[N-:49])(C)C.C(O)C. Given the product [Cl:1][C:2]1[CH:10]=[CH:9][CH:8]=[C:7]2[C:3]=1[CH2:4][CH2:5][CH:6]2[N:11]1[C:16](=[O:17])[C:15]([C:18]2[NH:49][N:48]=[N:47][N:19]=2)=[CH:14][N:13]([C:20]2[CH:31]=[CH:30][C:23]3[N:24]([CH3:29])[C:25](=[O:28])[N:26]([CH3:27])[C:22]=3[CH:21]=2)[C:12]1=[O:32], predict the reactants needed to synthesize it. (2) Given the product [CH3:1][O:2][C:3](=[O:23])[CH2:4][CH2:5][CH2:6][CH2:7][CH2:8][S:9]([C:10]1[CH:15]=[CH:14][C:13]([C:16]2[CH:21]=[CH:20][C:19]([Cl:22])=[CH:18][CH:17]=2)=[CH:12][CH:11]=1)=[O:25], predict the reactants needed to synthesize it. The reactants are: [CH3:1][O:2][C:3](=[O:23])[CH2:4][CH2:5][CH2:6][CH2:7][CH2:8][S:9][C:10]1[CH:15]=[CH:14][C:13]([C:16]2[CH:21]=[CH:20][C:19]([Cl:22])=[CH:18][CH:17]=2)=[CH:12][CH:11]=1.I([O-])(=O)(=O)=[O:25].[Na+]. (3) Given the product [NH2:32][C:16]1[N:15]=[C:14]([O:13][S:10]([C:3]2[C:2]([CH3:1])=[CH:7][C:6]([CH3:8])=[CH:5][C:4]=2[CH3:9])(=[O:12])=[O:11])[C:19]([CH2:20][C:21]2[CH:26]=[CH:25][C:24]([CH2:27][N:33]3[C:37]([C:38]([O:40][CH3:41])=[O:39])=[CH:36][N:35]=[CH:34]3)=[CH:23][C:22]=2[O:29][CH3:30])=[C:18]([CH3:31])[N:17]=1, predict the reactants needed to synthesize it. The reactants are: [CH3:1][C:2]1[CH:7]=[C:6]([CH3:8])[CH:5]=[C:4]([CH3:9])[C:3]=1[S:10]([O:13][C:14]1[C:19]([CH2:20][C:21]2[CH:26]=[CH:25][C:24]([CH2:27]Cl)=[CH:23][C:22]=2[O:29][CH3:30])=[C:18]([CH3:31])[N:17]=[C:16]([NH2:32])[N:15]=1)(=[O:12])=[O:11].[NH:33]1[C:37]([C:38]([O:40][CH3:41])=[O:39])=[CH:36][N:35]=[CH:34]1. (4) Given the product [CH3:40][O:39][CH:31]([O:30][CH3:29])[CH2:32][CH2:33][CH2:34][CH2:35][CH2:36][CH2:37][N:13]([CH:10]([CH3:12])[CH3:11])[CH:14]1[CH2:15][CH2:16][N:17]([CH2:20][C:21]2[CH:22]=[N:23][CH:24]=[CH:25][C:26]=2[O:27][CH3:28])[CH2:18][CH2:19]1, predict the reactants needed to synthesize it. The reactants are: C(O)(=O)C1C=CC=CC=1.[CH:10]([NH:13][CH:14]1[CH2:19][CH2:18][N:17]([CH2:20][C:21]2[CH:22]=[N:23][CH:24]=[CH:25][C:26]=2[O:27][CH3:28])[CH2:16][CH2:15]1)([CH3:12])[CH3:11].[CH3:29][O:30][CH:31]([O:39][CH3:40])[CH2:32][CH2:33][CH2:34][CH2:35][CH2:36][CH:37]=O.C(O[BH-](OC(=O)C)OC(=O)C)(=O)C.[Na+]. (5) Given the product [F:19][C:16]1[CH:17]=[CH:18][C:13]([C:10]2[S:9][C:8]([CH2:7][C:6]3[CH:20]=[C:2]([C:31]4([O:52][CH3:22])[C@H:30]([OH:29])[C@@H:35]([OH:36])[C@H:34]([OH:41])[C@@H:33]([CH2:46][OH:47])[O:32]4)[CH:3]=[CH:4][C:5]=3[CH3:21])=[CH:12][CH:11]=2)=[CH:14][CH:15]=1, predict the reactants needed to synthesize it. The reactants are: Br[C:2]1[CH:3]=[CH:4][C:5]([CH3:21])=[C:6]([CH:20]=1)[CH2:7][C:8]1[S:9][C:10]([C:13]2[CH:18]=[CH:17][C:16]([F:19])=[CH:15][CH:14]=2)=[CH:11][CH:12]=1.[CH2:22]([Li])CCC.C[Si](C)(C)[O:29][CH:30]1[CH:35]([O:36][Si](C)(C)C)[CH:34]([O:41][Si](C)(C)C)[CH:33]([CH2:46][O:47][Si](C)(C)C)[O:32][C:31]1=[O:52].CS(O)(=O)=O.C(=O)(O)[O-].[Na+].C(OC(C)C)(C)C. (6) Given the product [CH3:26][O:25][C:24]1[CH:23]=[C:22]2[C:5](=[CH:4][C:3]=1[O:2][CH3:1])[CH2:6][N:7]([S:8]([C:11]1[CH:16]=[CH:15][C:14]([CH3:17])=[CH:13][CH:12]=1)(=[O:10])=[O:9])[CH2:18][C:19]2=[O:20], predict the reactants needed to synthesize it. The reactants are: [CH3:1][O:2][C:3]1[CH:4]=[C:5]([CH:22]=[CH:23][C:24]=1[O:25][CH3:26])[CH2:6][N:7]([CH2:18][C:19](Cl)=[O:20])[S:8]([C:11]1[CH:16]=[CH:15][C:14]([CH3:17])=[CH:13][CH:12]=1)(=[O:10])=[O:9].[Al+3].[Cl-].[Cl-].[Cl-]. (7) Given the product [NH2:8][C:9]1[C:10]2[C:36]([CH3:41])([C:37]([N:39]=[N+:40]=[N-:1])=[O:38])[C:35](=[O:42])[NH:34][C:11]=2[N:12]=[C:13]([C:15]2[C:23]3[C:18](=[CH:19][C:20]([Cl:24])=[CH:21][CH:22]=3)[N:17]([CH2:25][CH2:26][C:27]([F:32])([F:33])[C:28]([F:30])([F:29])[F:31])[N:16]=2)[N:14]=1, predict the reactants needed to synthesize it. The reactants are: [N:1](OC(C)(C)C)=O.[NH2:8][C:9]1[C:10]2[C:36]([CH3:41])([C:37]([NH:39][NH2:40])=[O:38])[C:35](=[O:42])[NH:34][C:11]=2[N:12]=[C:13]([C:15]2[C:23]3[C:18](=[CH:19][C:20]([Cl:24])=[CH:21][CH:22]=3)[N:17]([CH2:25][CH2:26][C:27]([F:33])([F:32])[C:28]([F:31])([F:30])[F:29])[N:16]=2)[N:14]=1.C(O)(C(F)(F)F)=O. (8) Given the product [CH3:12][C:3]1[CH:4]=[C:5]([CH:10]=[CH:11][C:2]=1[N:13]1[CH2:18][CH2:17][CH2:16][CH2:15][C:14]1=[O:19])[C:6]([O:8][CH3:9])=[O:7], predict the reactants needed to synthesize it. The reactants are: Br[C:2]1[CH:11]=[CH:10][C:5]([C:6]([O:8][CH3:9])=[O:7])=[CH:4][C:3]=1[CH3:12].[NH:13]1[CH2:18][CH2:17][CH2:16][CH2:15][C:14]1=[O:19].CNCCNC.C(=O)([O-])[O-].[K+].[K+]. (9) Given the product [CH2:5]([NH:8][C:9]1[S:10][CH:11]=[C:12]([C:14]2[S:18][C:17]([NH:19][C:20]([NH2:22])=[NH:21])=[N:16][C:15]=2[CH3:23])[N:13]=1)[CH:4]=[CH2:3], predict the reactants needed to synthesize it. The reactants are: NC1C=C[C:5]([NH:8][C:9]2[S:10][CH:11]=[C:12]([C:14]3[S:18][C:17]([NH:19][C:20]([NH2:22])=[NH:21])=[N:16][C:15]=3[CH3:23])[N:13]=2)=[CH:4][CH:3]=1.C(NC(N)=S)C=C.